This data is from Catalyst prediction with 721,799 reactions and 888 catalyst types from USPTO. The task is: Predict which catalyst facilitates the given reaction. Reactant: [CH2:1]1[CH:6]2[CH2:7][C:8]3[CH:9]=[CH:10][CH:11]=[CH:12][C:13]=3[N:5]2[CH2:4][CH2:3][NH:2]1.C(=O)([O-])[O-].[K+].[K+].[I-].[Na+].Cl.Cl[CH2:24][CH2:25][N:26]1[CH2:32][CH2:31][CH2:30][CH2:29][CH2:28][CH2:27]1. Product: [N:26]1([CH2:25][CH2:24][N:2]2[CH2:3][CH2:4][N:5]3[C:13]4[CH:12]=[CH:11][CH:10]=[CH:9][C:8]=4[CH2:7][CH:6]3[CH2:1]2)[CH2:32][CH2:31][CH2:30][CH2:29][CH2:28][CH2:27]1. The catalyst class is: 10.